Dataset: Forward reaction prediction with 1.9M reactions from USPTO patents (1976-2016). Task: Predict the product of the given reaction. (1) Given the reactants [NH:1]([C:3]([CH:5]1[CH2:10][CH2:9][N:8]([C:11](OC(C)(C)C)=O)[CH2:7][CH2:6]1)=O)[NH2:2].[N:18]1[CH:23]=[CH:22][CH:21]=[CH:20][C:19]=1[C:24]#[N:25].C([C:28]1[CH:33]=[CH:32][C:31]([C:34]2[C:39]([C:40]3[CH:45]=[CH:44][CH:43]=[CH:42][CH:41]=3)=[CH:38][N:37]3[N:46]=[C:47]([C:49]([O:51][CH3:52])=[O:50])[CH:48]=[C:36]3[N:35]=2)=[CH:30][CH:29]=1)=O.[BH-](OC(C)=O)(OC(C)=O)OC(C)=O.[Na+], predict the reaction product. The product is: [C:40]1([C:39]2[C:34]([C:31]3[CH:30]=[CH:29][C:28]([CH2:11][N:8]4[CH2:7][CH2:6][CH:5]([C:3]5[N:25]=[C:24]([C:19]6[CH:20]=[CH:21][CH:22]=[CH:23][N:18]=6)[NH:2][N:1]=5)[CH2:10][CH2:9]4)=[CH:33][CH:32]=3)=[N:35][C:36]3[N:37]([N:46]=[C:47]([C:49]([O:51][CH3:52])=[O:50])[CH:48]=3)[CH:38]=2)[CH:41]=[CH:42][CH:43]=[CH:44][CH:45]=1. (2) The product is: [Cl:26][C:20]1[C:19]([CH3:27])=[C:18]([NH:17][C@@H:10]([C:11]2[O:12][C:13]([CH3:16])=[N:14][N:15]=2)[C@@H:9]([OH:8])[CH3:28])[CH:25]=[CH:24][C:21]=1[C:22]#[N:23]. Given the reactants [Si]([O:8][C@@H:9]([CH3:28])[C@@H:10]([NH:17][C:18]1[CH:25]=[CH:24][C:21]([C:22]#[N:23])=[C:20]([Cl:26])[C:19]=1[CH3:27])[C:11]1[O:12][C:13]([CH3:16])=[N:14][N:15]=1)(C(C)(C)C)(C)C.CCCC[N+](CCCC)(CCCC)CCCC.[F-], predict the reaction product. (3) Given the reactants [Cl:1][C:2]1[CH:3]=[C:4]([NH:9][C:10]([NH:12][C:13]2[CH:18]=[C:17]([C:19]([F:22])([F:21])[F:20])[CH:16]=[CH:15][C:14]=2[Cl:23])=[O:11])[C:5]([OH:8])=[CH:6][CH:7]=1.[Br:24]N1C(=O)CCC1=O.O, predict the reaction product. The product is: [Br:24][C:6]1[C:5]([OH:8])=[C:4]([NH:9][C:10]([NH:12][C:13]2[CH:18]=[C:17]([C:19]([F:21])([F:20])[F:22])[CH:16]=[CH:15][C:14]=2[Cl:23])=[O:11])[CH:3]=[C:2]([Cl:1])[CH:7]=1. (4) Given the reactants [N:1]1[C:10]2[CH:9]([NH2:11])[CH2:8][CH2:7][CH2:6][C:5]=2[CH:4]=[CH:3][CH:2]=1.[C:12]([O:16][C:17](=[O:27])[NH:18][C:19]1[C:20]([CH:25]=O)=[N:21][CH:22]=[CH:23][CH:24]=1)([CH3:15])([CH3:14])[CH3:13].[BH-](OC(C)=O)(OC(C)=O)OC(C)=O.[Na+], predict the reaction product. The product is: [C:12]([O:16][C:17](=[O:27])[NH:18][C:19]1[C:20]([CH2:25][NH:11][CH:9]2[C:10]3[N:1]=[CH:2][CH:3]=[CH:4][C:5]=3[CH2:6][CH2:7][CH2:8]2)=[N:21][CH:22]=[CH:23][CH:24]=1)([CH3:15])([CH3:14])[CH3:13]. (5) Given the reactants CC[N:3]([CH:7]([CH3:9])C)[CH:4](C)C.[CH3:10][C@H:11]([O:15][C:16]1[CH:17]=[C:18]([O:31][C:32]2[N:33]=[CH:34][C:35]([C:38](O)=[O:39])=[N:36][CH:37]=2)[CH:19]=[C:20]([C:22]([NH:24][C:25]2[CH:29]=[CH:28][N:27]([CH3:30])[N:26]=2)=[O:23])[CH:21]=1)[CH2:12][O:13][CH3:14].CN(C(ON1N=NC2C=CC=NC1=2)=[N+](C)C)C.F[P-](F)(F)(F)(F)F.Cl.N1CCC1, predict the reaction product. The product is: [N:3]1([C:38]([C:35]2[N:36]=[CH:37][C:32]([O:31][C:18]3[CH:19]=[C:20]([CH:21]=[C:16]([O:15][C@@H:11]([CH3:10])[CH2:12][O:13][CH3:14])[CH:17]=3)[C:22]([NH:24][C:25]3[CH:29]=[CH:28][N:27]([CH3:30])[N:26]=3)=[O:23])=[N:33][CH:34]=2)=[O:39])[CH2:4][CH2:9][CH2:7]1. (6) Given the reactants [F:1][C:2]([F:38])([F:37])[C:3]1[CH:4]=[C:5]([C:13]2[N:17]=[CH:16][N:15](/[CH:18]=[CH:19]\[C:20]([N:22]3[CH2:36][CH2:35][C:24]4([CH2:27][N:26](C(OC(C)(C)C)=O)[CH2:25]4)[CH2:23]3)=[O:21])[N:14]=2)[CH:6]=[C:7]([C:9]([F:12])([F:11])[F:10])[CH:8]=1.[C:39]([OH:45])([C:41]([F:44])([F:43])[F:42])=[O:40], predict the reaction product. The product is: [F:42][C:41]([F:44])([F:43])[C:39]([OH:45])=[O:40].[F:12][C:9]([F:10])([F:11])[C:7]1[CH:6]=[C:5]([C:13]2[N:17]=[CH:16][N:15](/[CH:18]=[CH:19]\[C:20]([N:22]3[CH2:36][CH2:35][C:24]4([CH2:25][NH:26][CH2:27]4)[CH2:23]3)=[O:21])[N:14]=2)[CH:4]=[C:3]([C:2]([F:1])([F:38])[F:37])[CH:8]=1. (7) Given the reactants [F:1][C:2]1[C:14]([NH:15][CH2:16][C:17]2[CH:22]=[C:21]([OH:23])[CH:20]=[C:19]([C:24]3[CH:29]=[CH:28][CH:27]=[C:26]([F:30])[CH:25]=3)[C:18]=2[F:31])=[C:13]([F:32])[CH:12]=[CH:11][C:3]=1[O:4][CH2:5][C:6]([O:8]CC)=[O:7].[OH-].[Na+].Cl, predict the reaction product. The product is: [F:1][C:2]1[C:14]([NH:15][CH2:16][C:17]2[CH:22]=[C:21]([OH:23])[CH:20]=[C:19]([C:24]3[CH:29]=[CH:28][CH:27]=[C:26]([F:30])[CH:25]=3)[C:18]=2[F:31])=[C:13]([F:32])[CH:12]=[CH:11][C:3]=1[O:4][CH2:5][C:6]([OH:8])=[O:7]. (8) Given the reactants [H-].[Na+].[Br:3][C:4]1[CH:5]=[C:6]2[C:10](=[CH:11][CH:12]=1)[NH:9][CH:8]=[CH:7]2.[CH3:13][Si:14]([CH3:21])([CH3:20])[CH2:15][CH2:16][O:17][CH2:18]Cl.[Cl-].[NH4+], predict the reaction product. The product is: [Br:3][C:4]1[CH:5]=[C:6]2[C:10](=[CH:11][CH:12]=1)[N:9]([CH2:18][O:17][CH2:16][CH2:15][Si:14]([CH3:21])([CH3:20])[CH3:13])[CH:8]=[CH:7]2. (9) Given the reactants [C:1]([O:5][C:6](=[O:16])[C@H:7]([CH2:9][C:10]1[CH:15]=[CH:14][CH:13]=[CH:12][CH:11]=1)[NH2:8])([CH3:4])([CH3:3])[CH3:2].[Br:17][C:18]1[CH:23]=[CH:22][C:21](B(O)O)=[CH:20][CH:19]=1.C(N(CC)CC)C, predict the reaction product. The product is: [C:1]([O:5][C:6](=[O:16])[CH:7]([NH:8][C:21]1[CH:22]=[CH:23][C:18]([Br:17])=[CH:19][CH:20]=1)[CH2:9][C:10]1[CH:15]=[CH:14][CH:13]=[CH:12][CH:11]=1)([CH3:4])([CH3:2])[CH3:3]. (10) Given the reactants [Cl:1][C:2]1[C:11]2[C:6](=[CH:7][CH:8]=[CH:9][CH:10]=2)[N:5]=[CH:4][C:3]=1[CH2:12]O.P(Br)(Br)[Br:15], predict the reaction product. The product is: [Br:15][CH2:12][C:3]1[CH:4]=[N:5][C:6]2[C:11]([C:2]=1[Cl:1])=[CH:10][CH:9]=[CH:8][CH:7]=2.